From a dataset of Catalyst prediction with 721,799 reactions and 888 catalyst types from USPTO. Predict which catalyst facilitates the given reaction. (1) Reactant: CC1(C)N([O])C(C)(C)CCC1.[OH:12][CH2:13][CH2:14][C:15]1([CH2:21][CH2:22][N:23]2[CH2:28][CH2:27][O:26][CH2:25][CH2:24]2)[CH2:20][CH2:19][CH2:18][CH2:17][CH2:16]1.C(O)(=O)C.C(O)(=O)C.IC1C=CC=CC=1. Product: [CH:13]([CH2:14][C:15]1([CH2:21][CH2:22][N:23]2[CH2:28][CH2:27][O:26][CH2:25][CH2:24]2)[CH2:16][CH2:17][CH2:18][CH2:19][CH2:20]1)=[O:12]. The catalyst class is: 2. (2) Reactant: [F:1][C:2]1[CH:7]=[CH:6][C:5]([N:8]2[C:12]([CH2:13][CH:14]([CH3:16])[CH3:15])=[CH:11][C:10]([CH2:17][NH2:18])=[N:9]2)=[CH:4][CH:3]=1.C(N(CC)CC)C.[C:26]1([S:32](Cl)(=[O:34])=[O:33])[CH:31]=[CH:30][CH:29]=[CH:28][CH:27]=1.O. Product: [CH2:13]([C:12]1[N:8]([C:5]2[CH:4]=[CH:3][C:2]([F:1])=[CH:7][CH:6]=2)[N:9]=[C:10]([CH2:17][NH:18][S:32]([C:26]2[CH:31]=[CH:30][CH:29]=[CH:28][CH:27]=2)(=[O:34])=[O:33])[CH:11]=1)[CH:14]([CH3:15])[CH3:16]. The catalyst class is: 4.